From a dataset of Forward reaction prediction with 1.9M reactions from USPTO patents (1976-2016). Predict the product of the given reaction. Given the reactants [F:1][C:2]1[CH:3]=[C:4]([C:21]2[CH2:25][CH:24]([CH2:26][N:27]([C:35]3[CH:39]=[CH:38][O:37][N:36]=3)C(OC(C)(C)C)=O)[O:23][N:22]=2)[CH:5]=[CH:6][C:7]=1[C:8]1[CH2:13][CH2:12][N:11](C(OC(C)(C)C)=O)[CH2:10][CH:9]=1.[ClH:40], predict the reaction product. The product is: [ClH:40].[F:1][C:2]1[CH:3]=[C:4]([C:21]2[CH2:25][CH:24]([CH2:26][NH:27][C:35]3[CH:39]=[CH:38][O:37][N:36]=3)[O:23][N:22]=2)[CH:5]=[CH:6][C:7]=1[C:8]1[CH2:13][CH2:12][NH:11][CH2:10][CH:9]=1.